Dataset: Peptide-MHC class I binding affinity with 185,985 pairs from IEDB/IMGT. Task: Regression. Given a peptide amino acid sequence and an MHC pseudo amino acid sequence, predict their binding affinity value. This is MHC class I binding data. (1) The peptide sequence is SQDLSVISK. The MHC is HLA-A11:01 with pseudo-sequence HLA-A11:01. The binding affinity (normalized) is 0.586. (2) The peptide sequence is HDHHFTPQI. The MHC is HLA-A30:02 with pseudo-sequence HLA-A30:02. The binding affinity (normalized) is 0. (3) The peptide sequence is FMIDWILDA. The MHC is HLA-A02:50 with pseudo-sequence HLA-A02:50. The binding affinity (normalized) is 1.00. (4) The peptide sequence is ETIVLMAVHCM. The MHC is Mamu-A02 with pseudo-sequence Mamu-A02. The binding affinity (normalized) is 0.186. (5) The peptide sequence is TVYGLGADV. The MHC is HLA-A02:01 with pseudo-sequence HLA-A02:01. The binding affinity (normalized) is 0.0847.